This data is from Peptide-MHC class II binding affinity with 134,281 pairs from IEDB. The task is: Regression. Given a peptide amino acid sequence and an MHC pseudo amino acid sequence, predict their binding affinity value. This is MHC class II binding data. (1) The MHC is DRB1_1101 with pseudo-sequence DRB1_1101. The binding affinity (normalized) is 0.569. The peptide sequence is YMDVISRRDQRGSGQ. (2) The peptide sequence is IKTGHLNRAMTADDI. The MHC is DRB1_0101 with pseudo-sequence DRB1_0101. The binding affinity (normalized) is 0.538. (3) The peptide sequence is ILSNPNLFWAVKPKI. The MHC is DRB1_0101 with pseudo-sequence DRB1_0101. The binding affinity (normalized) is 0.529. (4) The peptide sequence is KLRSAGEVEIQFRRV. The MHC is HLA-DPA10103-DPB10301 with pseudo-sequence HLA-DPA10103-DPB10301. The binding affinity (normalized) is 0.274. (5) The peptide sequence is AKMKCFGNTAVAKCN. The MHC is DRB1_0101 with pseudo-sequence DRB1_0101. The binding affinity (normalized) is 0.735. (6) The peptide sequence is SGTNNKTMAVCTNAK. The MHC is DRB1_1001 with pseudo-sequence DRB1_1001. The binding affinity (normalized) is 0.388. (7) The peptide sequence is EAMRKLDSSDTIWMD. The MHC is DRB1_0101 with pseudo-sequence DRB1_0101. The binding affinity (normalized) is 0.670. (8) The peptide sequence is AFKVAATAANAAPGN. The MHC is DRB1_0901 with pseudo-sequence DRB1_0901. The binding affinity (normalized) is 0.660. (9) The peptide sequence is EEALNVALAVVTLLA. The MHC is DRB1_0405 with pseudo-sequence DRB1_0405. The binding affinity (normalized) is 0.339.